Dataset: Reaction yield outcomes from USPTO patents with 853,638 reactions. Task: Predict the reaction yield, written as a fraction of the theoretical maximum amount of product (1.0 means a 100% yield; for example, 0.34 means a 34% yield). (1) No catalyst specified. The product is [Cl:7][C:8]1[CH:15]=[CH:14][CH:13]=[CH:12][C:9]=1[CH2:10][NH:11][CH2:2][C:3]([F:6])([F:5])[F:4]. The reactants are I[CH2:2][C:3]([F:6])([F:5])[F:4].[Cl:7][C:8]1[CH:15]=[CH:14][CH:13]=[CH:12][C:9]=1[CH2:10][NH2:11]. The yield is 0.330. (2) The reactants are C(O[C:4]([C:6]1[O:7][C:8]2[CH:15]=[CH:14][C:13]([C:16](=[O:18])[CH3:17])=[C:12]([OH:19])[C:9]=2[C:10]=1[CH3:11])=[O:5])C.CCN=C=NCCCN(C)C.[CH3:31][O:32][C:33](=[O:55])[C@@H:34]([NH:38][S:39]([C:42]1[CH:47]=[CH:46][C:45]([C:48]2[CH:53]=[CH:52][C:51]([NH2:54])=[CH:50][CH:49]=2)=[CH:44][CH:43]=1)(=[O:41])=[O:40])[CH:35]([CH3:37])[CH3:36].CN(C=O)C. The catalyst is [Cl-].[Na+].O. The product is [CH3:31][O:32][C:33](=[O:55])[C@@H:34]([NH:38][S:39]([C:42]1[CH:47]=[CH:46][C:45]([C:48]2[CH:49]=[CH:50][C:51]([NH:54][C:4]([C:6]3[O:7][C:8]4[CH:15]=[CH:14][C:13]([C:16](=[O:18])[CH3:17])=[C:12]([OH:19])[C:9]=4[C:10]=3[CH3:11])=[O:5])=[CH:52][CH:53]=2)=[CH:44][CH:43]=1)(=[O:41])=[O:40])[CH:35]([CH3:37])[CH3:36]. The yield is 0.100.